This data is from Forward reaction prediction with 1.9M reactions from USPTO patents (1976-2016). The task is: Predict the product of the given reaction. (1) The product is: [CH:1]1([NH:4][C:37](=[O:38])[CH2:36][NH:35][C:24]2[N:25]=[C:26]([C:27]3[CH:32]=[CH:31][C:30]([F:33])=[CH:29][C:28]=3[CH3:34])[C:21]3[CH:20]=[CH:19][C:18](=[O:41])[N:17]([C:11]4[C:12]([F:16])=[CH:13][CH:14]=[CH:15][C:10]=4[F:9])[C:22]=3[N:23]=2)[CH2:3][CH2:2]1. Given the reactants [CH:1]1([NH2:4])[CH2:3][CH2:2]1.C[Al](C)C.[F:9][C:10]1[CH:15]=[CH:14][CH:13]=[C:12]([F:16])[C:11]=1[N:17]1[C:22]2[N:23]=[C:24]([NH:35][CH2:36][C:37](OC)=[O:38])[N:25]=[C:26]([C:27]3[CH:32]=[CH:31][C:30]([F:33])=[CH:29][C:28]=3[CH3:34])[C:21]=2[CH:20]=[CH:19][C:18]1=[O:41], predict the reaction product. (2) Given the reactants [C:1]1(=[O:7])[O:6][C:4](=[O:5])[CH:3]=[CH:2]1.[CH2:8]=[CH:9][C:10]1[CH:15]=[CH:14][CH:13]=[CH:12][CH:11]=1.C(OOC(=O)C1C=CC=CC=1)(=O)C1C=CC=CC=1, predict the reaction product. The product is: [C:4]1(=[O:5])[O:6][C:1](=[O:7])[CH:2]=[CH:3]1.[CH:8]([C:3]1=[CH:2][C:1]([O:6][C:4]1=[O:5])=[O:7])=[CH:9][C:10]1[CH:15]=[CH:14][CH:13]=[CH:12][CH:11]=1.